From a dataset of Forward reaction prediction with 1.9M reactions from USPTO patents (1976-2016). Predict the product of the given reaction. (1) Given the reactants [CH3:1][S:2]([C:5]1[CH:10]=[CH:9][C:8]([NH2:11])=[CH:7][CH:6]=1)(=[O:4])=[O:3].[N+:12]([C:15]1[CH:16]=[C:17]([CH:20]=[CH:21][CH:22]=1)[CH:18]=O)([O-:14])=[O:13], predict the reaction product. The product is: [CH3:1][S:2]([C:5]1[CH:10]=[CH:9][C:8]([N:11]=[CH:18][C:17]2[CH:20]=[CH:21][CH:22]=[C:15]([N+:12]([O-:14])=[O:13])[CH:16]=2)=[CH:7][CH:6]=1)(=[O:3])=[O:4]. (2) Given the reactants [Br:1][C:2]1[CH:3]=[CH:4][C:5]([CH:8]=[N:9][OH:10])=[N:6][CH:7]=1.C1C(=O)N(Cl)C(=O)C1.[CH2:19]=[C:20]([CH2:23][OH:24])[CH2:21][OH:22].CCN(CC)CC, predict the reaction product. The product is: [Br:1][C:2]1[CH:3]=[CH:4][C:5]([C:8]2[C:20]([CH2:23][OH:24])([CH2:21][OH:22])[CH2:19][O:10][N:9]=2)=[N:6][CH:7]=1.